Dataset: Catalyst prediction with 721,799 reactions and 888 catalyst types from USPTO. Task: Predict which catalyst facilitates the given reaction. (1) Reactant: COC[O:4][C:5]1[CH:6]=[C:7]([CH:10]=[CH:11][C:12]=1[N:13]1[CH2:18][CH2:17][O:16][CH2:15][CH2:14]1)[CH:8]=[O:9].Cl.C(=O)([O-])O.[Na+]. Product: [OH:4][C:5]1[CH:6]=[C:7]([CH:10]=[CH:11][C:12]=1[N:13]1[CH2:18][CH2:17][O:16][CH2:15][CH2:14]1)[CH:8]=[O:9]. The catalyst class is: 5. (2) The catalyst class is: 22. Product: [C:1]1([C:7]#[C:8][C:9]2[CH2:13][C:12]3([CH2:18][CH2:17][NH:16][CH2:15]3)[O:11][N:10]=2)[CH:2]=[CH:3][CH:4]=[CH:5][CH:6]=1. Reactant: [C:1]1([C:7]#[C:8][C:9]2[CH2:13][C:12]3([CH2:18][CH2:17][NH:16][CH2:15]C3)[O:11][N:10]=2)[CH:6]=[CH:5][CH:4]=[CH:3][CH:2]=1.C1(C#CC2CC3(CCN(C(OC(C)(C)C)=O)C3)ON=2)C=CC=CC=1. (3) Reactant: [CH3:1][S:2][C:3]1[N:12]=[CH:11][C:10]2[C:9](=[O:13])[CH2:8][CH2:7][CH2:6][C:5]=2[N:4]=1.[CH3:14][N:15]([CH:17](OC)OC)[CH3:16]. Product: [CH3:14][N:15](/[CH:17]=[C:8]1/[C:9](=[O:13])[C:10]2[CH:11]=[N:12][C:3]([S:2][CH3:1])=[N:4][C:5]=2[CH2:6][CH2:7]/1)[CH3:16]. The catalyst class is: 11. (4) Reactant: [NH2:1][C:2]1[C:7]([C:8]([OH:10])=[O:9])=[CH:6][N:5]=[CH:4][C:3]=1[Br:11].N1C=CC=CC=1.[F:18][C:19]([F:30])([F:29])[C:20]1[CH:21]=[C:22]([CH:26]=[CH:27][CH:28]=1)[C:23](Cl)=O. Product: [Br:11][C:3]1[C:2]2[N:1]=[C:23]([C:22]3[CH:26]=[CH:27][CH:28]=[C:20]([C:19]([F:18])([F:29])[F:30])[CH:21]=3)[O:9][C:8](=[O:10])[C:7]=2[CH:6]=[N:5][CH:4]=1. The catalyst class is: 6. (5) Reactant: C(O[C:6]([N:8]1[CH2:13][CH2:12][C@H:11]([O:14][CH3:15])[C@H:10]([F:16])[CH2:9]1)=O)(C)(C)C.ClC1[N:23]=[C:22]([NH2:24])[CH:21]=[CH:20][N:19]=1.C(N(CC)CC)C. Product: [F:16][C@H:10]1[C@@H:11]([O:14][CH3:15])[CH2:12][CH2:13][N:8]([C:6]2[N:23]=[C:22]([NH2:24])[CH:21]=[CH:20][N:19]=2)[CH2:9]1. The catalyst class is: 89.